This data is from Reaction yield outcomes from USPTO patents with 853,638 reactions. The task is: Predict the reaction yield, written as a fraction of the theoretical maximum amount of product (1.0 means a 100% yield; for example, 0.34 means a 34% yield). (1) The reactants are [CH3:1][C:2]1[C:7]([O:8][C:9]2[CH:14]=[CH:13][N:12]=[C:11]([C:15]3[CH:16]=[N:17][N:18]([CH3:20])[CH:19]=3)[CH:10]=2)=[CH:6][N:5]=[C:4]([N+:21]([O-])=O)[CH:3]=1.[NH4+].[Cl-]. The catalyst is CO.C1COCC1.CCOC(C)=O.[Zn]. The product is [CH3:1][C:2]1[C:7]([O:8][C:9]2[CH:14]=[CH:13][N:12]=[C:11]([C:15]3[CH:16]=[N:17][N:18]([CH3:20])[CH:19]=3)[CH:10]=2)=[CH:6][N:5]=[C:4]([NH2:21])[CH:3]=1. The yield is 0.670. (2) The reactants are [NH2:1][C:2]1[CH:3]=[C:4]2[C:9](=[CH:10][CH:11]=1)[N:8]=[CH:7][C:6]([C:12]#[N:13])=[C:5]2[NH:14][C:15]1[CH:20]=[CH:19][C:18]([F:21])=[C:17]([Cl:22])[CH:16]=1.[CH2:23]([C:25]1[NH:26][C:27]([CH:31]=O)=[C:28]([CH3:30])[N:29]=1)[CH3:24].[BH3-]C#N.[Na+]. The catalyst is CCO. The product is [Cl:22][C:17]1[CH:16]=[C:15]([NH:14][C:5]2[C:4]3[C:9](=[CH:10][CH:11]=[C:2]([NH:1][CH2:31][C:27]4[NH:26][C:25]([CH2:23][CH3:24])=[N:29][C:28]=4[CH3:30])[CH:3]=3)[N:8]=[CH:7][C:6]=2[C:12]#[N:13])[CH:20]=[CH:19][C:18]=1[F:21]. The yield is 0.680. (3) The reactants are [CH2:1]([C:4]1[CH:10]=[CH:9][C:7]([NH2:8])=[CH:6][C:5]=1[N+:11]([O-:13])=[O:12])[CH2:2][CH3:3].[CH3:14][C:15]([O:18][C:19](O[C:19]([O:18][C:15]([CH3:17])([CH3:16])[CH3:14])=[O:20])=[O:20])([CH3:17])[CH3:16]. The catalyst is N1C=CC=CC=1.C(Cl)Cl. The product is [C:15]([O:18][C:19](=[O:20])[NH:8][C:7]1[CH:9]=[CH:10][C:4]([CH2:1][CH2:2][CH3:3])=[C:5]([N+:11]([O-:13])=[O:12])[CH:6]=1)([CH3:17])([CH3:16])[CH3:14]. The yield is 0.870. (4) The reactants are C([NH:6][C:7]1[CH:12]=[CH:11][C:10]([N+:13]([O-:15])=[O:14])=[CH:9][C:8]=1[C:16]#[C:17][C:18]([CH3:24])(C)[C:19](OC)=O)(=O)CCC.CCCC[N+](CCCC)(CCCC)CCCC.[F-]. The catalyst is CN(C=O)C. The product is [CH:18]([C:17]1[NH:6][C:7]2[C:8]([CH:16]=1)=[CH:9][C:10]([N+:13]([O-:15])=[O:14])=[CH:11][CH:12]=2)([CH3:24])[CH3:19]. The yield is 0.330. (5) The reactants are [OH:1][C:2]1[CH:7]=[CH:6][C:5](B(O)O)=[CH:4][CH:3]=1.O.O.O.O.O.O.O.O.O.O.C(=O)([O-])[O-].[Na+].[Na+].Br[C:28]1[CH:29]=[N:30][C:31]([C:34]2[CH:39]=[CH:38][C:37]([CH2:40][C@H:41]([NH:54][C:55](=[O:66])[C:56]3[CH:61]=[CH:60][C:59]([C:62]([CH3:65])([CH3:64])[CH3:63])=[CH:58][CH:57]=3)[C:42]([NH:44][C@@H:45]([C:47]([O:49][C:50]([CH3:53])([CH3:52])[CH3:51])=[O:48])[CH3:46])=[O:43])=[CH:36][CH:35]=2)=[N:32][CH:33]=1.C1COCC1. The catalyst is O.CC#N. The product is [C:62]([C:59]1[CH:58]=[CH:57][C:56]([C:55]([NH:54][C@@H:41]([CH2:40][C:37]2[CH:36]=[CH:35][C:34]([C:31]3[N:30]=[CH:29][C:28]([C:5]4[CH:6]=[CH:7][C:2]([OH:1])=[CH:3][CH:4]=4)=[CH:33][N:32]=3)=[CH:39][CH:38]=2)[C:42]([NH:44][C@@H:45]([C:47]([O:49][C:50]([CH3:53])([CH3:51])[CH3:52])=[O:48])[CH3:46])=[O:43])=[O:66])=[CH:61][CH:60]=1)([CH3:63])([CH3:64])[CH3:65]. The yield is 0.830. (6) The reactants are [CH2:1]([CH:3]([C:6]1[C:7]2[N:8]([C:13](I)=[C:14]([CH3:16])[N:15]=2)[N:9]=[C:10]([CH3:12])[CH:11]=1)[CH2:4][CH3:5])[CH3:2].[CH3:18][N:19]1[C:23]2=[N:24][CH:25]=[CH:26][CH:27]=[C:22]2[CH:21]=[C:20]1B1OC(C)(C)C(C)(C)O1.C([O-])([O-])=O.[Na+].[Na+].COCCOC. The catalyst is C(Cl)Cl.C1C=CC([P]([Pd]([P](C2C=CC=CC=2)(C2C=CC=CC=2)C2C=CC=CC=2)([P](C2C=CC=CC=2)(C2C=CC=CC=2)C2C=CC=CC=2)[P](C2C=CC=CC=2)(C2C=CC=CC=2)C2C=CC=CC=2)(C2C=CC=CC=2)C2C=CC=CC=2)=CC=1.CCO.O. The product is [CH2:1]([CH:3]([C:6]1[C:7]2[N:8]([C:13]([C:20]3[N:19]([CH3:18])[C:23]4=[N:24][CH:25]=[CH:26][CH:27]=[C:22]4[CH:21]=3)=[C:14]([CH3:16])[N:15]=2)[N:9]=[C:10]([CH3:12])[CH:11]=1)[CH2:4][CH3:5])[CH3:2]. The yield is 0.480. (7) The reactants are [C:1]([C:3]1[CH:4]=[C:5]([CH:8]=[CH:9][C:10]=1[F:11])[CH:6]=[O:7])#[N:2].[OH:12]P([O-])(O)=O.[K+].Cl([O-])=O.[Na+].O=O.S([O-])([O-])=O.[Na+].[Na+]. The catalyst is CC#N.O.OO. The product is [C:1]([C:3]1[CH:4]=[C:5]([CH:8]=[CH:9][C:10]=1[F:11])[C:6]([OH:12])=[O:7])#[N:2]. The yield is 0.970. (8) The reactants are CC1C=CC(S(O[CH2:12][CH:13]2[CH2:17][C:16]3[CH:18]=[C:19]([Cl:30])[CH:20]=[C:21](OS(C(F)(F)F)(=O)=O)[C:15]=3[O:14]2)(=O)=O)=CC=1.[Cl:31][C:32]1[CH:37]=[CH:36][CH:35]=[CH:34][C:33]=1B(O)O.C(=O)([O-])[O-].[K+].[K+].C(C1C=CC=CC=1B1OC(C)(C)C(C)(C)O1)(C)C.CC1C=CC(S(OCC2CC3C=C(Cl)C=C(C4C=CC=CC=4Cl)C=3O2)(=O)=O)=CC=1.S(C1C=CC(C)=CC=1)([O-])(=O)=O.[N-:105]=[N+]=[N-].[Na+].N(CC1CC2C=C(Cl)C=C(C3C=CSC=3)C=2O1)=[N+]=[N-].N(CC1CC2C=C(Cl)C=C(C3C=CC=CC=3C)C=2O1)=[N+]=[N-].[N-]=[N+]=[N-]. The catalyst is C1C=CC([PH+]([C]2[CH][CH][CH][CH]2)C2C=CC=CC=2)=CC=1.C1C=CC([PH+]([C]2[CH][CH][CH][CH]2)C2C=CC=CC=2)=CC=1.C(Cl)Cl.Cl[Pd]Cl.[Fe].[Pt]. The product is [Cl:30][C:19]1[CH:20]=[C:21]([C:33]2[CH:34]=[CH:35][CH:36]=[CH:37][C:32]=2[Cl:31])[C:15]2[O:14][CH:13]([CH2:12][NH2:105])[CH2:17][C:16]=2[CH:18]=1. The yield is 0.800. (9) The reactants are [F:1][C:2]1[CH:3]=[C:4]([C@H:9]2[C@H:13]([NH:14][C:15]([NH:17][C:18]3[N:22]([C:23]4[CH:28]=[CH:27][CH:26]=[CH:25][CH:24]=4)[N:21]=[C:20]([O:29][CH2:30][CH3:31])[C:19]=3[CH3:32])=[O:16])[CH2:12][N:11]([CH2:33][C:34]([O-:36])=[O:35])[CH2:10]2)[CH:5]=[CH:6][C:7]=1[F:8].[Li+].[OH-]. The catalyst is C1COCC1.CO.Cl.[Cl-].[Na+].O. The product is [F:1][C:2]1[CH:3]=[C:4]([C@H:9]2[C@H:13]([NH:14][C:15]([NH:17][C:18]3[N:22]([C:23]4[CH:28]=[CH:27][CH:26]=[CH:25][CH:24]=4)[N:21]=[C:20]([O:29][CH2:30][CH3:31])[C:19]=3[CH3:32])=[O:16])[CH2:12][N:11]([CH2:33][C:34]([OH:36])=[O:35])[CH2:10]2)[CH:5]=[CH:6][C:7]=1[F:8]. The yield is 0.890.